Task: Predict which catalyst facilitates the given reaction.. Dataset: Catalyst prediction with 721,799 reactions and 888 catalyst types from USPTO (1) Reactant: [N:1]([CH2:4][C:5]1([CH3:18])[O:9][C:8](=[O:10])[N:7]([C:11]2[CH:16]=[CH:15][C:14]([Cl:17])=[CH:13][N:12]=2)[CH2:6]1)=[N+]=[N-].C1(P(C2C=CC=CC=2)C2C=CC=CC=2)C=CC=CC=1. Product: [NH2:1][CH2:4][C:5]1([CH3:18])[O:9][C:8](=[O:10])[N:7]([C:11]2[CH:16]=[CH:15][C:14]([Cl:17])=[CH:13][N:12]=2)[CH2:6]1. The catalyst class is: 30. (2) Reactant: [H-].[Na+].[NH:3]1[C:11]2[CH2:10][CH2:9][CH2:8][C:7](=[O:12])[C:6]=2[CH:5]=[CH:4]1.[H][H].Cl[CH2:16][CH2:17][N:18]1[CH2:23][CH2:22][N:21]([C:24]2[CH:29]=[CH:28][CH:27]=[C:26]([C:30]([F:33])([F:32])[F:31])[CH:25]=2)[CH2:20][CH2:19]1.Cl. Product: [F:33][C:30]([F:31])([F:32])[C:26]1[CH:25]=[C:24]([N:21]2[CH2:20][CH2:19][N:18]([CH2:17][CH2:16][N:3]3[C:11]4[CH2:10][CH2:9][CH2:8][C:7](=[O:12])[C:6]=4[CH:5]=[CH:4]3)[CH2:23][CH2:22]2)[CH:29]=[CH:28][CH:27]=1. The catalyst class is: 9. (3) Reactant: Br[C:2]1[CH:7]=[CH:6][CH:5]=[CH:4][C:3]=1[CH2:8][CH3:9].[Li]CCCC.[O:15]=[C:16]1[N:21]([C:22]([O:24][C:25]([CH3:28])([CH3:27])[CH3:26])=[O:23])[CH2:20][CH2:19][N:18]2[C:29](=[O:32])[CH2:30][CH2:31][C@@H:17]12. Product: [CH2:8]([C:3]1[CH:4]=[CH:5][CH:6]=[CH:7][C:2]=1[C:16]([C@@H:17]1[CH2:31][CH2:30][C:29](=[O:32])[N:18]1[CH2:19][CH2:20][NH:21][C:22](=[O:23])[O:24][C:25]([CH3:28])([CH3:27])[CH3:26])=[O:15])[CH3:9]. The catalyst class is: 1. (4) Reactant: [CH:1]1([C:7]2[CH:13]=[CH:12][C:10]([NH2:11])=[CH:9][CH:8]=2)[CH2:6][CH2:5][CH2:4][CH2:3][CH2:2]1.[C:14]([O:17]C(=O)C)(=O)[CH3:15].[N+:21]([O-])([O-:23])=[O:22].[K+]. Product: [CH:1]1([C:7]2[CH:8]=[CH:9][C:10]([NH:11][C:14](=[O:17])[CH3:15])=[C:12]([N+:21]([O-:23])=[O:22])[CH:13]=2)[CH2:2][CH2:3][CH2:4][CH2:5][CH2:6]1. The catalyst class is: 65. (5) Reactant: C1(O[C:8](=[O:29])[NH:9][C:10]2[S:14][N:13]=[C:12]([O:15][CH2:16][C:17]3[C:22]([F:23])=[CH:21][C:20]([CH3:24])=[CH:19][C:18]=3[F:25])[C:11]=2[C:26](=[O:28])[NH2:27])C=CC=CC=1.[NH2:30][CH2:31][CH2:32][CH2:33][N:34]1[CH2:39][CH2:38][N:37]([CH3:40])[CH2:36][CH2:35]1. Product: [F:23][C:22]1[CH:21]=[C:20]([CH3:24])[CH:19]=[C:18]([F:25])[C:17]=1[CH2:16][O:15][C:12]1[C:11]([C:26]([NH2:27])=[O:28])=[C:10]([NH:9][C:8]([NH:30][CH2:31][CH2:32][CH2:33][N:34]2[CH2:35][CH2:36][N:37]([CH3:40])[CH2:38][CH2:39]2)=[O:29])[S:14][N:13]=1. The catalyst class is: 1. (6) Reactant: [CH3:1][N:2]1[CH2:7][CH2:6][N:5]([CH2:8][C:9]2[CH:10]=[CH:11][C:12]([N+:34]([O-])=O)=[C:13]([NH:15][C:16]3[S:17][C:18]([C:31]([NH2:33])=[O:32])=[C:19]([C:21]4[CH:26]=[CH:25][CH:24]=[CH:23][C:22]=4[C:27]([F:30])([F:29])[F:28])[N:20]=3)[CH:14]=2)[CH2:4][CH2:3]1.[CH:37](O)=O. Product: [CH3:1][N:2]1[CH2:7][CH2:6][N:5]([CH2:8][C:9]2[CH:10]=[CH:11][C:12]3[N:34]=[CH:37][N:15]([C:16]4[S:17][C:18]([C:31]([NH2:33])=[O:32])=[C:19]([C:21]5[CH:26]=[CH:25][CH:24]=[CH:23][C:22]=5[C:27]([F:30])([F:29])[F:28])[N:20]=4)[C:13]=3[CH:14]=2)[CH2:4][CH2:3]1. The catalyst class is: 45.